Predict the reactants needed to synthesize the given product. From a dataset of Full USPTO retrosynthesis dataset with 1.9M reactions from patents (1976-2016). (1) Given the product [CH3:28][C:23]1([CH3:29])[C:24]([CH3:27])([CH3:26])[O:25][B:21]([C:2]2[CH:7]=[CH:6][CH:5]=[CH:4][C:3]=2[CH2:8][CH2:9][NH:10][C:11](=[O:20])[O:12][CH2:13][C:14]2[CH:19]=[CH:18][CH:17]=[CH:16][CH:15]=2)[O:22]1, predict the reactants needed to synthesize it. The reactants are: Br[C:2]1[CH:7]=[CH:6][CH:5]=[CH:4][C:3]=1[CH2:8][CH2:9][NH:10][C:11](=[O:20])[O:12][CH2:13][C:14]1[CH:19]=[CH:18][CH:17]=[CH:16][CH:15]=1.[B:21]1([B:21]2[O:25][C:24]([CH3:27])([CH3:26])[C:23]([CH3:29])([CH3:28])[O:22]2)[O:25][C:24]([CH3:27])([CH3:26])[C:23]([CH3:29])([CH3:28])[O:22]1.C([O-])(=O)C.[K+]. (2) Given the product [F:1][C:2]1[CH:7]=[CH:6][C:5]([NH:8][C:9]2[C:14]([C:15]([N:17]3[CH2:22][CH2:21][CH:20]([C:23]4[CH:24]=[CH:25][C:26]([F:29])=[CH:27][CH:28]=4)[CH2:19][CH2:18]3)=[O:16])=[CH:13][N:12]=[C:11]([S:30]([N:35]3[CH2:36][CH2:37][CH:38]([NH:41][C:42](=[O:48])[O:43][C:44]([CH3:46])([CH3:45])[CH3:47])[CH2:39][CH2:40]3)(=[O:32])=[O:33])[CH:10]=2)=[C:4]([CH3:34])[CH:3]=1, predict the reactants needed to synthesize it. The reactants are: [F:1][C:2]1[CH:7]=[CH:6][C:5]([NH:8][C:9]2[C:14]([C:15]([N:17]3[CH2:22][CH2:21][CH:20]([C:23]4[CH:28]=[CH:27][C:26]([F:29])=[CH:25][CH:24]=4)[CH2:19][CH2:18]3)=[O:16])=[CH:13][N:12]=[C:11]([S:30]([OH:33])(=[O:32])=O)[CH:10]=2)=[C:4]([CH3:34])[CH:3]=1.[NH:35]1[CH2:40][CH2:39][CH:38]([NH:41][C:42](=[O:48])[O:43][C:44]([CH3:47])([CH3:46])[CH3:45])[CH2:37][CH2:36]1. (3) Given the product [N:1]1[C:10]2[C:5](=[CH:6][C:7]([O:11][CH2:12][CH2:13][O:14][C:15]3[CH:22]=[CH:21][C:18]([CH:19]=[C:24]([C:23]([O:30][CH3:31])=[O:29])[C:25]([O:27][CH3:28])=[O:26])=[CH:17][CH:16]=3)=[CH:8][CH:9]=2)[CH:4]=[CH:3][CH:2]=1, predict the reactants needed to synthesize it. The reactants are: [N:1]1[C:10]2[C:5](=[CH:6][C:7]([O:11][CH2:12][CH2:13][O:14][C:15]3[CH:22]=[CH:21][C:18]([CH:19]=O)=[CH:17][CH:16]=3)=[CH:8][CH:9]=2)[CH:4]=[CH:3][CH:2]=1.[C:23]([O:30][CH3:31])(=[O:29])[CH2:24][C:25]([O:27][CH3:28])=[O:26].C([O-])(=O)C.[NH2+]1CCCCC1. (4) Given the product [C:28]([Si:25]([CH3:27])([CH3:26])[O:24][CH2:23][CH2:22][O:21][NH:20][C:18](=[O:19])[C:17]1[CH:32]=[C:13]([CH2:12][NH:11][C:7](=[O:10])[CH:8]=[O:2])[C:14]([F:43])=[C:15]([F:42])[C:16]=1[NH:33][C:34]1[CH:39]=[CH:38][C:37]([I:40])=[CH:36][C:35]=1[F:41])([CH3:31])([CH3:29])[CH3:30], predict the reactants needed to synthesize it. The reactants are: I([O-])(=O)(=O)=[O:2].[Na+].[C:7]([NH:11][CH2:12][C:13]1[C:14]([F:43])=[C:15]([F:42])[C:16]([NH:33][C:34]2[CH:39]=[CH:38][C:37]([I:40])=[CH:36][C:35]=2[F:41])=[C:17]([CH:32]=1)[C:18]([NH:20][O:21][CH2:22][CH2:23][O:24][Si:25]([C:28]([CH3:31])([CH3:30])[CH3:29])([CH3:27])[CH3:26])=[O:19])(=[O:10])[CH:8]=C.